Regression/Classification. Given a drug SMILES string, predict its absorption, distribution, metabolism, or excretion properties. Task type varies by dataset: regression for continuous measurements (e.g., permeability, clearance, half-life) or binary classification for categorical outcomes (e.g., BBB penetration, CYP inhibition). Dataset: b3db_classification. From a dataset of Blood-brain barrier permeability classification from the B3DB database. (1) The molecule is CO[C@H]1CCC[C@H]2C1=C(C(=O)O)N1C(=O)[C@H]([C@@H](C)O)[C@@H]21. The result is 0 (does not penetrate BBB). (2) The drug is CN(C(=O)Cc1ccccc1N)[C@@H](CN1CC[C@H](O)C1)c1ccccc1. The result is 0 (does not penetrate BBB). (3) The molecule is CN1CCN(/C=C2\N=C3CN=C(c4ccccc4Cl)c4cc([N+](=O)[O-])ccc4N3C2=O)CC1. The result is 1 (penetrates BBB). (4) The compound is CN(C)C1C(=O)C(C(=O)NCN2CCCC2)=C(O)C2(O)C(=O)C3=C(O)c4c(O)cccc4C(C)(O)C3CC12. The result is 0 (does not penetrate BBB). (5) The molecule is COc1cc(OC)c(OC)cc1/C=C1/Oc2c(ccc3c2[C@H](c2cc(OC)c(OC)c(OC)c2)CC(=O)O3)C1=O. The result is 0 (does not penetrate BBB). (6) The molecule is C[C@@H]1CCCN(c2ccc([C@@H](C)NC(=O)/C(=C/c3ccco3)c3ccccc3)cc2)C1. The result is 1 (penetrates BBB). (7) The compound is COC(=O)C(Cc1ccccc1)NC(=O)C(N)CC(=O)O. The result is 0 (does not penetrate BBB). (8) The drug is COc1ccc2c(c1)N(CCCN(C)C)c1ccccc1S2. The result is 1 (penetrates BBB).